From a dataset of Reaction yield outcomes from USPTO patents with 853,638 reactions. Predict the reaction yield, written as a fraction of the theoretical maximum amount of product (1.0 means a 100% yield; for example, 0.34 means a 34% yield). (1) The reactants are [In].[CH3:2][O:3][CH:4]([O:7][CH3:8])[CH:5]=[O:6].[CH2:9](Br)[CH:10]=[CH2:11]. The catalyst is C(O)C. The product is [OH:6][CH:5]([CH2:11][CH:10]=[CH2:9])[CH:4]([O:7][CH3:8])[O:3][CH3:2]. The yield is 0.530. (2) The reactants are [CH2:1]([O:3][C:4](=[O:22])[C:5]1[CH:10]=[C:9]([N+:11]([O-])=O)[CH:8]=[C:7]([N+]([O-])=O)[C:6]=1[CH:17]=[CH:18][N:19](C)C)[CH3:2].Cl[Sn]Cl. The catalyst is C(O)C. The product is [CH2:1]([O:3][C:4]([C:5]1[C:6]2[CH:17]=[CH:18][NH:19][C:7]=2[CH:8]=[C:9]([NH2:11])[CH:10]=1)=[O:22])[CH3:2]. The yield is 0.400. (3) The reactants are I[C:2]1[CH:3]=[CH:4][N:5]2[C:10]=1[C:9](=[O:11])[N:8]([C:12]1[CH:17]=[CH:16][CH:15]=[CH:14][CH:13]=1)[C:7]([C@@H:18]([NH:20][C:21](=[O:27])[O:22][C:23]([CH3:26])([CH3:25])[CH3:24])[CH3:19])=[N:6]2.[SH:28][C:29]1[CH:34]=[CH:33][CH:32]=[CH:31][C:30]=1[OH:35].C(=O)([O-])[O-].[K+].[K+]. The catalyst is [Cu]I. The product is [OH:35][C:30]1[CH:31]=[CH:32][CH:33]=[CH:34][C:29]=1[S:28][C:2]1[CH:3]=[CH:4][N:5]2[C:10]=1[C:9](=[O:11])[N:8]([C:12]1[CH:17]=[CH:16][CH:15]=[CH:14][CH:13]=1)[C:7]([C@@H:18]([NH:20][C:21](=[O:27])[O:22][C:23]([CH3:26])([CH3:25])[CH3:24])[CH3:19])=[N:6]2. The yield is 0.640. (4) The reactants are [NH2:1][C:2]1[N:15]=[CH:14][C:13]([Br:16])=[CH:12][C:3]=1[C:4]([NH:6][CH2:7][CH2:8][N:9]([CH3:11])[CH3:10])=O. The catalyst is C1COCC1. The product is [Br:16][C:13]1[CH:12]=[C:3]([CH2:4][NH:6][CH2:7][CH2:8][N:9]([CH3:11])[CH3:10])[C:2]([NH2:1])=[N:15][CH:14]=1. The yield is 0.250. (5) The reactants are [CH3:1][C:2]1[C:6]2[CH:7]=[C:8]([C:11]([O:13]C)=[O:12])[CH:9]=[CH:10][C:5]=2[O:4][CH:3]=1.[OH-].[Na+]. The catalyst is CO.O. The product is [CH3:1][C:2]1[C:6]2[CH:7]=[C:8]([C:11]([OH:13])=[O:12])[CH:9]=[CH:10][C:5]=2[O:4][CH:3]=1. The yield is 0.950.